From a dataset of Kir2.1 potassium channel HTS with 301,493 compounds. Binary Classification. Given a drug SMILES string, predict its activity (active/inactive) in a high-throughput screening assay against a specified biological target. (1) The compound is Clc1c(nc(S(=O)(=O)Cc2c(cccc2)C)nc1)C(=O)Nc1cc(c(cc1)C)C. The result is 0 (inactive). (2) The result is 0 (inactive). The molecule is O1c2c(OC1)cc(cc2OC)/C=N\NC(=O)c1cccnc1. (3) The drug is O1c2n(nc(c2C(c2c(OC)ccc(OC)c2)C(=C1N)C#N)C)c1ccc(cc1)C. The result is 0 (inactive). (4) The result is 0 (inactive). The drug is S(=O)(=O)(N(c1ccc(C(=O)Nc2cc3n(c(=O)n(c3cc2)C)C)cc1)C)C. (5) The compound is O=C1C(/c2c(C=C1)cccc2)=C\NNc1nc(/[nH]c(c1)C)=C1\C(=O)C=CC=C1. The result is 0 (inactive). (6) The compound is s1c2c(CCCCC2)c(c1)C(=O)NCCC(C)C. The result is 0 (inactive). (7) The drug is S(CC(=O)N1CCOCC1)c1n(CCOC)c(nn1)c1occc1. The result is 0 (inactive). (8) The molecule is S(=O)(=O)(N(C1CCCCC1)CC(=O)NC(c1ccccc1)C)C. The result is 0 (inactive). (9) The drug is FC(F)(F)c1cc(ccc1)C(=O)N\N=C\c1ccc(OC)cc1. The result is 0 (inactive). (10) The drug is n1(nc(c2c1nc(nc2N)C)Cc1c2c(ccc1)cccc2)C(C)(C)C. The result is 0 (inactive).